From a dataset of NCI-60 drug combinations with 297,098 pairs across 59 cell lines. Regression. Given two drug SMILES strings and cell line genomic features, predict the synergy score measuring deviation from expected non-interaction effect. (1) Drug 1: C1CCC(C(C1)N)N.C(=O)(C(=O)[O-])[O-].[Pt+4]. Drug 2: COCCOC1=C(C=C2C(=C1)C(=NC=N2)NC3=CC=CC(=C3)C#C)OCCOC.Cl. Cell line: SR. Synergy scores: CSS=44.9, Synergy_ZIP=3.47, Synergy_Bliss=2.27, Synergy_Loewe=-16.3, Synergy_HSA=0.872. (2) Cell line: OVCAR-4. Drug 2: CCC1(CC2CC(C3=C(CCN(C2)C1)C4=CC=CC=C4N3)(C5=C(C=C6C(=C5)C78CCN9C7C(C=CC9)(C(C(C8N6C=O)(C(=O)OC)O)OC(=O)C)CC)OC)C(=O)OC)O.OS(=O)(=O)O. Synergy scores: CSS=22.5, Synergy_ZIP=0.100, Synergy_Bliss=5.66, Synergy_Loewe=-4.71, Synergy_HSA=5.71. Drug 1: CC1=C(C=C(C=C1)NC2=NC=CC(=N2)N(C)C3=CC4=NN(C(=C4C=C3)C)C)S(=O)(=O)N.Cl. (3) Synergy scores: CSS=43.3, Synergy_ZIP=-1.38, Synergy_Bliss=-1.87, Synergy_Loewe=-8.88, Synergy_HSA=-3.02. Drug 2: COC1=C2C(=CC3=C1OC=C3)C=CC(=O)O2. Cell line: CCRF-CEM. Drug 1: C1=CC(=CC=C1CCCC(=O)O)N(CCCl)CCCl. (4) Drug 1: C(CCl)NC(=O)N(CCCl)N=O. Drug 2: B(C(CC(C)C)NC(=O)C(CC1=CC=CC=C1)NC(=O)C2=NC=CN=C2)(O)O. Cell line: CCRF-CEM. Synergy scores: CSS=34.4, Synergy_ZIP=-6.79, Synergy_Bliss=-7.27, Synergy_Loewe=-8.19, Synergy_HSA=-5.71. (5) Drug 1: COC1=CC(=CC(=C1O)OC)C2C3C(COC3=O)C(C4=CC5=C(C=C24)OCO5)OC6C(C(C7C(O6)COC(O7)C8=CC=CS8)O)O. Drug 2: C1=C(C(=O)NC(=O)N1)F. Cell line: OVCAR-4. Synergy scores: CSS=46.3, Synergy_ZIP=1.03, Synergy_Bliss=0.836, Synergy_Loewe=2.62, Synergy_HSA=3.35. (6) Drug 1: CC1C(C(=O)NC(C(=O)N2CCCC2C(=O)N(CC(=O)N(C(C(=O)O1)C(C)C)C)C)C(C)C)NC(=O)C3=C4C(=C(C=C3)C)OC5=C(C(=O)C(=C(C5=N4)C(=O)NC6C(OC(=O)C(N(C(=O)CN(C(=O)C7CCCN7C(=O)C(NC6=O)C(C)C)C)C)C(C)C)C)N)C. Drug 2: CCC1=C2CN3C(=CC4=C(C3=O)COC(=O)C4(CC)O)C2=NC5=C1C=C(C=C5)O. Cell line: HT29. Synergy scores: CSS=20.6, Synergy_ZIP=-2.52, Synergy_Bliss=9.05, Synergy_Loewe=-3.30, Synergy_HSA=4.53. (7) Drug 1: CC12CCC3C(C1CCC2NC(=O)OCC(F)(F)F)CCC4C3(C=CC(=O)N4C)C. Drug 2: CC1CC(C(C(C=C(C(C(C=CC=C(C(=O)NC2=CC(=O)C(=C(C1)C2=O)OC)C)OC)OC(=O)N)C)C)O)OC. Cell line: UACC62. Synergy scores: CSS=44.9, Synergy_ZIP=3.31, Synergy_Bliss=-0.220, Synergy_Loewe=-28.8, Synergy_HSA=-0.733. (8) Drug 1: C1=CC(=C2C(=C1NCCNCCO)C(=O)C3=C(C=CC(=C3C2=O)O)O)NCCNCCO. Drug 2: CC1CCCC2(C(O2)CC(NC(=O)CC(C(C(=O)C(C1O)C)(C)C)O)C(=CC3=CSC(=N3)C)C)C. Cell line: CCRF-CEM. Synergy scores: CSS=51.8, Synergy_ZIP=1.30, Synergy_Bliss=0.828, Synergy_Loewe=-1.72, Synergy_HSA=-0.673.